Regression/Classification. Given a drug SMILES string, predict its absorption, distribution, metabolism, or excretion properties. Task type varies by dataset: regression for continuous measurements (e.g., permeability, clearance, half-life) or binary classification for categorical outcomes (e.g., BBB penetration, CYP inhibition). Dataset: hlm. From a dataset of Human liver microsome stability data. (1) The drug is Clc1ccc2c(N(CCCN3CCCCC3)/C(=N/CCCN3CCCCC3)c3ccccc3)ccnc2c1. The result is 0 (unstable in human liver microsomes). (2) The compound is CS(=O)(=O)c1ccc(-c2ccc(CNS(=O)(=O)c3cc4cc(Cl)ccc4[nH]3)cc2)cc1. The result is 0 (unstable in human liver microsomes). (3) The result is 0 (unstable in human liver microsomes). The drug is CN(C)CCCNC(=O)c1ccc2c(c1)CC(c1nc3ccc(-c4cn[nH]c4)cc3s1)CO2. (4) The compound is Fc1cc(-n2cnc3c(NCc4nc5c(F)c(F)ccc5[nH]4)nc(N4CCOCC4)nc32)ccn1. The result is 0 (unstable in human liver microsomes). (5) The drug is CC[C@H]1OC(=O)[C@H](C)[C@@H](O[C@H]2C[C@@](C)(OC)[C@@H](O)[C@H](C)O2)[C@H](C)[C@@H](O[C@@H]2O[C@H](C)C[C@H](N(C)C)[C@H]2O)[C@](C)(O)C[C@@H](C)CN(CCNC(=O)Nc2cccc3ccccc23)[C@H](C)[C@@H](O)[C@]1(C)O. The result is 0 (unstable in human liver microsomes). (6) The drug is Cc1cccc(NC(=O)c2nc(C)n(-c3ccc(C(F)(F)F)cc3)c2C)n1. The result is 0 (unstable in human liver microsomes).